From a dataset of Reaction yield outcomes from USPTO patents with 853,638 reactions. Predict the reaction yield, written as a fraction of the theoretical maximum amount of product (1.0 means a 100% yield; for example, 0.34 means a 34% yield). (1) The reactants are Cl[C:2]1[NH:3][C:4]([C:12]2[CH:17]=[CH:16][CH:15]=[CH:14][C:13]=2[F:18])=[C:5]([CH3:11])[C:6]=1[C:7]([O:9][CH3:10])=[O:8]. The catalyst is CO.[C].[Pd]. The product is [F:18][C:13]1[CH:14]=[CH:15][CH:16]=[CH:17][C:12]=1[C:4]1[NH:3][CH:2]=[C:6]([C:7]([O:9][CH3:10])=[O:8])[C:5]=1[CH3:11]. The yield is 0.760. (2) The reactants are [Cl:1][C:2]1[CH:9]=[C:8]([O:10][CH3:11])[CH:7]=[C:6]([O:12][CH3:13])[C:3]=1[CH:4]=O.[NH:14]1[CH2:19][CH2:18][CH2:17][CH2:16][CH2:15]1.C(O[BH-](OC(=O)C)OC(=O)C)(=O)C.[Na+].Cl. The catalyst is C(Cl)Cl.O. The product is [Cl:1][C:2]1[CH:9]=[C:8]([O:10][CH3:11])[CH:7]=[C:6]([O:12][CH3:13])[C:3]=1[CH2:4][N:14]1[CH2:19][CH2:18][CH2:17][CH2:16][CH2:15]1. The yield is 0.910. (3) The reactants are [NH2:1][C:2]1[CH:7]=[C:6]([O:8][C:9]2[CH:14]=[CH:13][C:12]([NH:15][C:16](=[O:28])[CH2:17][C:18]([NH:20][C:21]3[CH:26]=[CH:25][C:24]([F:27])=[CH:23][CH:22]=3)=[O:19])=[C:11]([F:29])[CH:10]=2)[CH:5]=[CH:4][N:3]=1.[CH2:30]([N:32]([CH2:35]C)[CH2:33]C)C.ClC(OC1C=CC=CC=1)=[O:39].C(OCC)C. The catalyst is O1CCCC1.C(O)C. The product is [CH3:30][N:32]([CH3:35])[C:33](=[O:39])[NH:1][C:2]1[CH:7]=[C:6]([O:8][C:9]2[CH:14]=[CH:13][C:12]([NH:15][C:16](=[O:28])[CH2:17][C:18]([NH:20][C:21]3[CH:26]=[CH:25][C:24]([F:27])=[CH:23][CH:22]=3)=[O:19])=[C:11]([F:29])[CH:10]=2)[CH:5]=[CH:4][N:3]=1. The yield is 0.300. (4) The reactants are [NH2:1][C:2]1[C:3](Cl)=[N:4][CH:5]=[N:6][C:7]=1[Cl:8].C(N(CC)CC)C.[CH2:17]([NH2:24])[C:18]1[CH:23]=[CH:22][CH:21]=[CH:20][CH:19]=1. The catalyst is C(O)C. The product is [NH2:1][C:2]1[C:7]([Cl:8])=[N:6][CH:5]=[N:4][C:3]=1[NH:24][CH2:17][C:18]1[CH:23]=[CH:22][CH:21]=[CH:20][CH:19]=1. The yield is 0.800. (5) The product is [N+:1]([C:4]1[CH:9]=[CH:8][CH:7]=[CH:6][C:5]=1[C:10]1[N:11]=[C:12]([NH:15][C:16](=[O:34])[CH2:17][CH2:18][CH2:19][CH2:20][CH2:21][CH2:22][C:23]([NH:25][OH:26])=[O:24])[S:13][CH:14]=1)([O-:3])=[O:2]. The reactants are [N+:1]([C:4]1[CH:9]=[CH:8][CH:7]=[CH:6][C:5]=1[C:10]1[N:11]=[C:12]([NH:15][C:16](=[O:34])[CH2:17][CH2:18][CH2:19][CH2:20][CH2:21][CH2:22][C:23]([NH:25][O:26]CC2C=CC=CC=2)=[O:24])[S:13][CH:14]=1)([O-:3])=[O:2].B(Br)(Br)Br. The yield is 0.550. The catalyst is C(Cl)Cl. (6) The reactants are Br[C:2]1[C:3]([Cl:32])=[CH:4][C:5]([O:30][CH3:31])=[C:6]([NH:8][C@@H:9]([CH3:29])[C:10]([N:12]2[CH2:17][CH2:16][N:15]([CH:18]3[CH2:21][N:20]([C:22]([O:24][C:25]([CH3:28])([CH3:27])[CH3:26])=[O:23])[CH2:19]3)[CH2:14][CH2:13]2)=[O:11])[CH:7]=1.[Zn](CC)[CH2:34][CH3:35]. The catalyst is C1COCC1.C1C=CC(P(C2C=CC=CC=2)[C-]2C=CC=C2)=CC=1.C1C=CC(P(C2C=CC=CC=2)[C-]2C=CC=C2)=CC=1.Cl[Pd]Cl.[Fe+2]. The product is [Cl:32][C:3]1[C:2]([CH2:34][CH3:35])=[CH:7][C:6]([NH:8][C@@H:9]([CH3:29])[C:10]([N:12]2[CH2:13][CH2:14][N:15]([CH:18]3[CH2:19][N:20]([C:22]([O:24][C:25]([CH3:28])([CH3:26])[CH3:27])=[O:23])[CH2:21]3)[CH2:16][CH2:17]2)=[O:11])=[C:5]([O:30][CH3:31])[CH:4]=1. The yield is 0.690.